From a dataset of NCI-60 drug combinations with 297,098 pairs across 59 cell lines. Regression. Given two drug SMILES strings and cell line genomic features, predict the synergy score measuring deviation from expected non-interaction effect. (1) Drug 1: CC12CCC3C(C1CCC2=O)CC(=C)C4=CC(=O)C=CC34C. Drug 2: CC(C)CN1C=NC2=C1C3=CC=CC=C3N=C2N. Cell line: MCF7. Synergy scores: CSS=7.49, Synergy_ZIP=1.41, Synergy_Bliss=0.672, Synergy_Loewe=-1.17, Synergy_HSA=-1.59. (2) Drug 1: C1=CC(=CC=C1CC(C(=O)O)N)N(CCCl)CCCl.Cl. Drug 2: CC1=C2C(C(=O)C3(C(CC4C(C3C(C(C2(C)C)(CC1OC(=O)C(C(C5=CC=CC=C5)NC(=O)C6=CC=CC=C6)O)O)OC(=O)C7=CC=CC=C7)(CO4)OC(=O)C)O)C)OC(=O)C. Cell line: A498. Synergy scores: CSS=2.65, Synergy_ZIP=-6.32, Synergy_Bliss=-6.90, Synergy_Loewe=-16.5, Synergy_HSA=-9.24. (3) Drug 1: CC12CCC3C(C1CCC2=O)CC(=C)C4=CC(=O)C=CC34C. Drug 2: CC1C(C(=O)NC(C(=O)N2CCCC2C(=O)N(CC(=O)N(C(C(=O)O1)C(C)C)C)C)C(C)C)NC(=O)C3=C4C(=C(C=C3)C)OC5=C(C(=O)C(=C(C5=N4)C(=O)NC6C(OC(=O)C(N(C(=O)CN(C(=O)C7CCCN7C(=O)C(NC6=O)C(C)C)C)C)C(C)C)C)N)C. Cell line: U251. Synergy scores: CSS=44.2, Synergy_ZIP=0.757, Synergy_Bliss=2.54, Synergy_Loewe=3.26, Synergy_HSA=2.90. (4) Drug 1: CC1C(C(CC(O1)OC2CC(CC3=C2C(=C4C(=C3O)C(=O)C5=C(C4=O)C(=CC=C5)OC)O)(C(=O)CO)O)N)O.Cl. Drug 2: C1=NC2=C(N1)C(=S)N=CN2. Cell line: OVCAR3. Synergy scores: CSS=40.7, Synergy_ZIP=-6.16, Synergy_Bliss=-3.24, Synergy_Loewe=-5.02, Synergy_HSA=-0.500. (5) Cell line: UACC62. Drug 2: CC=C1C(=O)NC(C(=O)OC2CC(=O)NC(C(=O)NC(CSSCCC=C2)C(=O)N1)C(C)C)C(C)C. Synergy scores: CSS=84.1, Synergy_ZIP=2.05, Synergy_Bliss=1.71, Synergy_Loewe=2.19, Synergy_HSA=4.67. Drug 1: COC1=CC(=CC(=C1O)OC)C2C3C(COC3=O)C(C4=CC5=C(C=C24)OCO5)OC6C(C(C7C(O6)COC(O7)C8=CC=CS8)O)O.